This data is from NCI-60 drug combinations with 297,098 pairs across 59 cell lines. The task is: Regression. Given two drug SMILES strings and cell line genomic features, predict the synergy score measuring deviation from expected non-interaction effect. (1) Drug 1: CC1C(C(CC(O1)OC2CC(CC3=C2C(=C4C(=C3O)C(=O)C5=C(C4=O)C(=CC=C5)OC)O)(C(=O)CO)O)N)O.Cl. Drug 2: CC1=C(C(=O)C2=C(C1=O)N3CC4C(C3(C2COC(=O)N)OC)N4)N. Cell line: SNB-19. Synergy scores: CSS=29.9, Synergy_ZIP=-7.90, Synergy_Bliss=-1.16, Synergy_Loewe=-2.67, Synergy_HSA=-0.673. (2) Drug 1: C1=NC2=C(N1)C(=S)N=C(N2)N. Drug 2: CC=C1C(=O)NC(C(=O)OC2CC(=O)NC(C(=O)NC(CSSCCC=C2)C(=O)N1)C(C)C)C(C)C. Cell line: HCT-15. Synergy scores: CSS=36.8, Synergy_ZIP=1.57, Synergy_Bliss=2.17, Synergy_Loewe=0.751, Synergy_HSA=1.30. (3) Drug 1: C1=CN(C=N1)CC(O)(P(=O)(O)O)P(=O)(O)O. Drug 2: CC(C)(C#N)C1=CC(=CC(=C1)CN2C=NC=N2)C(C)(C)C#N. Cell line: HOP-62. Synergy scores: CSS=-7.46, Synergy_ZIP=-0.290, Synergy_Bliss=-7.28, Synergy_Loewe=-16.4, Synergy_HSA=-14.7. (4) Drug 1: CCC1(CC2CC(C3=C(CCN(C2)C1)C4=CC=CC=C4N3)(C5=C(C=C6C(=C5)C78CCN9C7C(C=CC9)(C(C(C8N6C=O)(C(=O)OC)O)OC(=O)C)CC)OC)C(=O)OC)O.OS(=O)(=O)O. Drug 2: CN(C(=O)NC(C=O)C(C(C(CO)O)O)O)N=O. Cell line: ACHN. Synergy scores: CSS=-4.37, Synergy_ZIP=1.62, Synergy_Bliss=-1.41, Synergy_Loewe=-5.65, Synergy_HSA=-5.60.